Dataset: Reaction yield outcomes from USPTO patents with 853,638 reactions. Task: Predict the reaction yield, written as a fraction of the theoretical maximum amount of product (1.0 means a 100% yield; for example, 0.34 means a 34% yield). (1) The reactants are [C:1]([C:3]1[CH:8]=[CH:7][C:6]([CH2:9][OH:10])=[C:5]([CH3:11])[CH:4]=1)#[CH:2].[CH2:12]([O:14][C:15](=[O:23])[C:16]1[CH:21]=[CH:20][C:19](I)=[CH:18][CH:17]=1)[CH3:13]. The catalyst is C(N(CC)CC)C.[Cu]I.Cl[Pd](Cl)([P](C1C=CC=CC=1)(C1C=CC=CC=1)C1C=CC=CC=1)[P](C1C=CC=CC=1)(C1C=CC=CC=1)C1C=CC=CC=1. The product is [OH:10][CH2:9][C:6]1[CH:7]=[CH:8][C:3]([C:1]#[C:2][C:19]2[CH:20]=[CH:21][C:16]([C:15]([O:14][CH2:12][CH3:13])=[O:23])=[CH:17][CH:18]=2)=[CH:4][C:5]=1[CH3:11]. The yield is 0.990. (2) The reactants are [C:1]([C:5]1[O:9][N:8]=[C:7]([NH:10][C:11](=[O:19])OC2C=CC=CC=2)[CH:6]=1)([CH3:4])([CH3:3])[CH3:2].[NH2:20][C:21]1[CH:22]=[C:23]([OH:28])[CH:24]=[CH:25][C:26]=1[F:27].C1CCN2C(=NCCC2)CC1. The catalyst is C(#N)C. The product is [C:1]([C:5]1[O:9][N:8]=[C:7]([NH:10][C:11]([NH:20][C:21]2[CH:22]=[C:23]([OH:28])[CH:24]=[CH:25][C:26]=2[F:27])=[O:19])[CH:6]=1)([CH3:2])([CH3:3])[CH3:4]. The yield is 0.680. (3) The reactants are [C:1]([O:8][CH3:9])(=[O:7])/[CH:2]=[CH:3]/[C:4]([OH:6])=[O:5].[CH2:10]([NH:17][C:18](=[O:21])[CH2:19]Cl)[C:11]1[CH:16]=[CH:15][CH:14]=[CH:13][CH:12]=1. The catalyst is CN1C(=O)CCC1. The product is [C:1]([O:8][CH3:9])(=[O:7])/[CH:2]=[CH:3]/[C:4]([O:6][CH2:19][C:18](=[O:21])[NH:17][CH2:10][C:11]1[CH:16]=[CH:15][CH:14]=[CH:13][CH:12]=1)=[O:5]. The yield is 0.530. (4) The reactants are [CH3:1][O:2][C:3]1[CH:17]=[C:16]([O:18][CH3:19])[CH:15]=[CH:14][C:4]=1[CH2:5][NH:6][C:7]1[CH:12]=[CH:11][N:10]=[C:9]([F:13])[N:8]=1.[Li+].C[Si]([N-][Si](C)(C)C)(C)C.[F:30][C:31]1[CH:36]=[C:35]([F:37])[C:34]([F:38])=[CH:33][C:32]=1[S:39](Cl)(=[O:41])=[O:40]. The catalyst is C1COCC1. The product is [CH3:1][O:2][C:3]1[CH:17]=[C:16]([O:18][CH3:19])[CH:15]=[CH:14][C:4]=1[CH2:5][N:6]([C:7]1[CH:12]=[CH:11][N:10]=[C:9]([F:13])[N:8]=1)[S:39]([C:32]1[CH:33]=[C:34]([F:38])[C:35]([F:37])=[CH:36][C:31]=1[F:30])(=[O:41])=[O:40]. The yield is 0.630. (5) The reactants are [CH:1]1[C:14]2[C:13](=[O:15])[C:12]3[C:7](=[CH:8][CH:9]=[CH:10][CH:11]=3)[S:6][C:5]=2[CH:4]=[CH:3][C:2]=1[C:16]([OH:18])=[O:17].O[CH2:20][CH2:21][O:22][C:23](=[O:27])[C:24]([CH3:26])=[CH2:25].C1(C)C=CC(S(O)(=O)=O)=CC=1.CN(C)C1C=CN=CC=1.C1(N=C=NC2CCCCC2)CCCCC1. The catalyst is ClCCl. The product is [C:23]([O:22][CH2:21][CH2:20][O:17][C:16]([C:2]1[CH:3]=[CH:4][C:5]2[S:6][C:7]3[C:12](=[CH:11][CH:10]=[CH:9][CH:8]=3)[C:13](=[O:15])[C:14]=2[CH:1]=1)=[O:18])(=[O:27])[C:24]([CH3:26])=[CH2:25]. The yield is 0.170. (6) The yield is 0.680. The reactants are [F:1][C:2]1[CH:3]=[CH:4][C:5]([N+:11]([O-:13])=[O:12])=[C:6]([CH:10]=1)[C:7]([OH:9])=O.[NH2:14][C:15]1[CH:20]=[CH:19][C:18]([Br:21])=[CH:17][N:16]=1.P(Cl)(Cl)(Cl)=O. The product is [Br:21][C:18]1[CH:19]=[CH:20][C:15]([NH:14][C:7]([C:6]2[CH:10]=[C:2]([F:1])[CH:3]=[CH:4][C:5]=2[N+:11]([O-:13])=[O:12])=[O:9])=[N:16][CH:17]=1. The catalyst is N1C=CC=CC=1. (7) The reactants are [CH3:1][O:2][C:3]1[CH:4]=[C:5]([NH:9][C:10]2[CH:15]=[CH:14][CH:13]=[CH:12][CH:11]=2)[CH:6]=[CH:7][CH:8]=1.[Cl-].[Al+3].[Cl-].[Cl-].[Cl-].[N+](C1C=CC=CC=1)([O-])=[O:22].CC[O:32][CH2:33][CH3:34]. No catalyst specified. The yield is 0.500. The product is [CH3:1][O:2][C:3]1[CH:4]=[C:5]2[C:6]([C:34](=[O:22])[C:33](=[O:32])[N:9]2[C:10]2[CH:15]=[CH:14][CH:13]=[CH:12][CH:11]=2)=[CH:7][CH:8]=1. (8) The reactants are [F:1][C:2]1[CH:7]=[C:6](I)[CH:5]=[CH:4][C:3]=1[NH:9][CH:10]=[O:11].B1(B2OC(C)(C)C(C)(C)O2)OC(C)(C)C(C)(C)O1.C([O-])(=O)C.[K+].Br[C:36]1[CH:41]=[CH:40][C:39]([C:42](=[O:51])[CH2:43][C:44]([CH3:50])([CH3:49])[C:45]([O:47][CH3:48])=[O:46])=[CH:38][CH:37]=1.C(=O)([O-])[O-].[Cs+].[Cs+]. The catalyst is CN(C)C=O.C([O-])(=O)C.[Pd+2].C([O-])(=O)C.C1C=CC([P]([Pd]([P](C2C=CC=CC=2)(C2C=CC=CC=2)C2C=CC=CC=2)([P](C2C=CC=CC=2)(C2C=CC=CC=2)C2C=CC=CC=2)[P](C2C=CC=CC=2)(C2C=CC=CC=2)C2C=CC=CC=2)(C2C=CC=CC=2)C2C=CC=CC=2)=CC=1.O. The product is [F:1][C:2]1[CH:7]=[C:6]([C:36]2[CH:37]=[CH:38][C:39]([C:42](=[O:51])[CH2:43][C:44]([CH3:49])([CH3:50])[C:45]([O:47][CH3:48])=[O:46])=[CH:40][CH:41]=2)[CH:5]=[CH:4][C:3]=1[NH:9][CH:10]=[O:11]. The yield is 0.460. (9) The reactants are [Cl-].O[NH3+:3].[C:4](=[O:7])([O-])[OH:5].[Na+].CS(C)=O.[F:13][C:14]1[CH:15]=[C:16]([C:46]2[C:47]([C:52]#[N:53])=[CH:48][CH:49]=[CH:50][CH:51]=2)[CH:17]=[CH:18][C:19]=1[CH2:20][C:21]1[C:22](=[O:45])[N:23]([C@H:33]2[CH2:38][CH2:37][C@H:36]([O:39][CH2:40][C:41]([OH:44])([CH3:43])[CH3:42])[CH2:35][CH2:34]2)[C:24]2[N:25]([N:30]=[CH:31][CH:32]=2)[C:26]=1[CH2:27][CH2:28][CH3:29]. The catalyst is C(OCC)(=O)C. The product is [F:13][C:14]1[CH:15]=[C:16]([C:46]2[CH:51]=[CH:50][CH:49]=[CH:48][C:47]=2[C:52]2[NH:3][C:4](=[O:7])[O:5][N:53]=2)[CH:17]=[CH:18][C:19]=1[CH2:20][C:21]1[C:22](=[O:45])[N:23]([C@H:33]2[CH2:38][CH2:37][C@H:36]([O:39][CH2:40][C:41]([OH:44])([CH3:42])[CH3:43])[CH2:35][CH2:34]2)[C:24]2[N:25]([N:30]=[CH:31][CH:32]=2)[C:26]=1[CH2:27][CH2:28][CH3:29]. The yield is 0.780. (10) The product is [OH:2][C:3]1[CH:8]=[CH:7][CH:6]=[CH:5][C:4]=1[C:9]1[N:10]([CH2:27][CH2:28][C:29]2[CH:30]=[CH:31][CH:32]=[CH:33][CH:34]=2)[C:11](=[O:26])[C:12]2[CH2:18][N:17]([CH2:19][C:20]3[CH:25]=[CH:24][CH:23]=[CH:22][CH:21]=3)[CH2:16][CH2:15][C:13]=2[N:14]=1. The yield is 0.630. The catalyst is ClCCl. The reactants are C[O:2][C:3]1[CH:8]=[CH:7][CH:6]=[CH:5][C:4]=1[C:9]1[N:10]([CH2:27][CH2:28][C:29]2[CH:34]=[CH:33][CH:32]=[CH:31][CH:30]=2)[C:11](=[O:26])[C:12]2[CH2:18][N:17]([CH2:19][C:20]3[CH:25]=[CH:24][CH:23]=[CH:22][CH:21]=3)[CH2:16][CH2:15][C:13]=2[N:14]=1.B(Br)(Br)Br.C(OC(=O)C)C.CCCCCC.